Task: Predict the reaction yield, written as a fraction of the theoretical maximum amount of product (1.0 means a 100% yield; for example, 0.34 means a 34% yield).. Dataset: Reaction yield outcomes from USPTO patents with 853,638 reactions (1) The reactants are [Br:1][C:2]1[CH:3]=[C:4]2[C:14](=[CH:15][CH:16]=1)[O:13][C:7]1([CH2:12][CH2:11][CH2:10][O:9][CH2:8]1)[CH2:6][C:5]12[NH:20][C:19](=S)[C:18]([CH3:22])=[N:17]1.[NH3:23]. No catalyst specified. The product is [Br:1][C:2]1[CH:3]=[C:4]2[C:14](=[CH:15][CH:16]=1)[O:13][C:7]1([CH2:12][CH2:11][CH2:10][O:9][CH2:8]1)[CH2:6][C:5]12[N:20]=[C:19]([NH2:23])[C:18]([CH3:22])=[N:17]1. The yield is 0.430. (2) The reactants are [F:1][C:2]([F:7])([F:6])[C:3]([OH:5])=[O:4].[Cl:8][C:9]1[CH:10]=[N:11][C:12]2[NH:13][C:14]3[CH:15]=[CH:16][CH:17]=[C:18]([CH:34]=3)[CH2:19][CH2:20][C:21]3[CH:29]=[C:25]([NH:26][C:27]=1[N:28]=2)[CH:24]=[C:23]([C:30]([O:32]C)=[O:31])[CH:22]=3.O. The catalyst is C(#N)C.[OH-].[Na+]. The product is [F:1][C:2]([F:7])([F:6])[C:3]([OH:5])=[O:4].[Cl:8][C:9]1[CH:10]=[N:11][C:12]2[NH:13][C:14]3[CH:15]=[CH:16][CH:17]=[C:18]([CH:34]=3)[CH2:19][CH2:20][C:21]3[CH:29]=[C:25]([NH:26][C:27]=1[N:28]=2)[CH:24]=[C:23]([C:30]([OH:32])=[O:31])[CH:22]=3. The yield is 0.480. (3) The reactants are Br[C:2]1[CH:3]=[C:4]([OH:21])[C:5]([C:12]([NH:14][CH2:15][C:16]([O:18]CC)=[O:17])=[O:13])=[C:6]2[C:11]=1[N:10]=[CH:9][CH:8]=[N:7]2.[S:22]1[CH:26]=[CH:25][CH:24]=[C:23]1B(O)O.C(=O)([O-])[O-].[K+].[K+].[OH-].[Na+]. The catalyst is O1CCOCC1.O.CO.C1C=CC([P]([Pd]([P](C2C=CC=CC=2)(C2C=CC=CC=2)C2C=CC=CC=2)([P](C2C=CC=CC=2)(C2C=CC=CC=2)C2C=CC=CC=2)[P](C2C=CC=CC=2)(C2C=CC=CC=2)C2C=CC=CC=2)(C2C=CC=CC=2)C2C=CC=CC=2)=CC=1. The product is [OH:21][C:4]1[C:5]([C:12]([NH:14][CH2:15][C:16]([OH:18])=[O:17])=[O:13])=[C:6]2[C:11](=[C:2]([C:23]3[S:22][CH:26]=[CH:25][CH:24]=3)[CH:3]=1)[N:10]=[CH:9][CH:8]=[N:7]2. The yield is 0.200. (4) The reactants are C([O:3][C:4](=[O:39])[C:5]([CH3:38])([O:7][C:8]1[CH:13]=[CH:12][C:11]([O:14][CH2:15][CH2:16][C:17]2[N:18]=[C:19]([C:23]3[CH:28]=[CH:27][C:26]([B:29]4[O:33][C:32]([CH3:35])([CH3:34])[C:31]([CH3:37])([CH3:36])[O:30]4)=[CH:25][CH:24]=3)[O:20][C:21]=2[CH3:22])=[CH:10][CH:9]=1)[CH3:6])C.Cl.O. The catalyst is CCO.[OH-].[Na+]. The product is [CH3:38][C:5]([O:7][C:8]1[CH:13]=[CH:12][C:11]([O:14][CH2:15][CH2:16][C:17]2[N:18]=[C:19]([C:23]3[CH:24]=[CH:25][C:26]([B:29]4[O:33][C:32]([CH3:35])([CH3:34])[C:31]([CH3:37])([CH3:36])[O:30]4)=[CH:27][CH:28]=3)[O:20][C:21]=2[CH3:22])=[CH:10][CH:9]=1)([CH3:6])[C:4]([OH:39])=[O:3]. The yield is 0.940.